This data is from Forward reaction prediction with 1.9M reactions from USPTO patents (1976-2016). The task is: Predict the product of the given reaction. Given the reactants C([O:9][CH2:10][C@@H:11]1[CH2:15][C@:14]([O:17]C(=O)C)([CH3:16])[CH:13]([N:21]2[CH:29]=[N:28][C:27]3[C:22]2=[N:23][C:24]([NH2:32])=[N:25][C:26]=3[O:30][CH3:31])[O:12]1)(=O)C1C=CC=CC=1, predict the reaction product. The product is: [NH2:32][C:24]1[N:23]=[C:22]2[C:27]([N:28]=[CH:29][N:21]2[CH:13]2[C@:14]([CH3:16])([OH:17])[CH2:15][C@@H:11]([CH2:10][OH:9])[O:12]2)=[C:26]([O:30][CH3:31])[N:25]=1.